The task is: Predict the reactants needed to synthesize the given product.. This data is from Full USPTO retrosynthesis dataset with 1.9M reactions from patents (1976-2016). (1) Given the product [CH3:1][N:2]([CH3:3])/[CH:4]=[CH:9]/[C:10]1[C:15]([C:16]#[N:17])=[CH:14][N:13]=[CH:12][CH:11]=1, predict the reactants needed to synthesize it. The reactants are: [CH3:1][N:2]([CH:4](OC)OC)[CH3:3].[CH3:9][C:10]1[C:15]([C:16]#[N:17])=[CH:14][N:13]=[CH:12][CH:11]=1. (2) The reactants are: [C:1]1([CH2:7][C:8]2[CH:13]=[CH:12][CH:11]=[CH:10][C:9]=2[CH2:14]O)[CH:6]=[CH:5][CH:4]=[CH:3][CH:2]=1.[BrH:16]. Given the product [Br:16][CH2:14][C:9]1[CH:10]=[CH:11][CH:12]=[CH:13][C:8]=1[CH2:7][C:1]1[CH:6]=[CH:5][CH:4]=[CH:3][CH:2]=1, predict the reactants needed to synthesize it. (3) The reactants are: Cl.[CH3:2][C:3]1[CH:8]=[CH:7][CH:6]=[CH:5][C:4]=1[CH2:9][C:10](=[NH:14])[O:11][CH2:12][CH3:13].[N:15]#[C:16]N. Given the product [C:16]([N:14]=[C:10]([O:11][CH2:12][CH3:13])[CH2:9][C:4]1[CH:5]=[CH:6][CH:7]=[CH:8][C:3]=1[CH3:2])#[N:15], predict the reactants needed to synthesize it. (4) Given the product [F:27][C:2]([F:26])([F:1])[C:3]1[CH:8]=[CH:7][C:6]([C:9]2[N:14]=[CH:13][N:12]=[C:11]([O:15][C:16]3[C:21]4[N:22]=[C:23]([NH:25][S:29]([CH3:28])(=[O:31])=[O:30])[S:24][C:20]=4[CH:19]=[CH:18][CH:17]=3)[CH:10]=2)=[CH:5][CH:4]=1, predict the reactants needed to synthesize it. The reactants are: [F:1][C:2]([F:27])([F:26])[C:3]1[CH:8]=[CH:7][C:6]([C:9]2[N:14]=[CH:13][N:12]=[C:11]([O:15][C:16]3[C:21]4[N:22]=[C:23]([NH2:25])[S:24][C:20]=4[CH:19]=[CH:18][CH:17]=3)[CH:10]=2)=[CH:5][CH:4]=1.[CH3:28][S:29](Cl)(=[O:31])=[O:30].C(N(CC)CC)C. (5) Given the product [Br:1][C:2]1[CH:3]=[C:4]2[C:8](=[CH:9][CH:10]=1)[NH:7][CH:6]=[C:5]2[C:16]#[N:15], predict the reactants needed to synthesize it. The reactants are: [Br:1][C:2]1[CH:3]=[C:4]2[C:8](=[CH:9][CH:10]=1)[NH:7][CH:6]=[CH:5]2.ClS([N:15]=[C:16]=O)(=O)=O.CN(C=O)C. (6) Given the product [C:15]([O:19][C:20](=[O:32])[CH2:21][O:22][C:23]1[CH:28]=[CH:27][C:26]([Cl:29])=[CH:25][C:24]=1[C:30]#[C:31][C:2]1[CH:7]=[C:6]([S:8]([CH2:11][CH2:12][CH3:13])(=[O:10])=[O:9])[CH:5]=[CH:4][C:3]=1[F:14])([CH3:18])([CH3:17])[CH3:16], predict the reactants needed to synthesize it. The reactants are: Br[C:2]1[CH:7]=[C:6]([S:8]([CH2:11][CH2:12][CH3:13])(=[O:10])=[O:9])[CH:5]=[CH:4][C:3]=1[F:14].[C:15]([O:19][C:20](=[O:32])[CH2:21][O:22][C:23]1[CH:28]=[CH:27][C:26]([Cl:29])=[CH:25][C:24]=1[C:30]#[CH:31])([CH3:18])([CH3:17])[CH3:16]. (7) Given the product [OH:20][N:19]=[C:9]([C:8]1[C:3]([NH:2][CH3:1])=[N:4][CH:5]=[CH:6][N:7]=1)[NH2:10], predict the reactants needed to synthesize it. The reactants are: [CH3:1][NH:2][C:3]1[C:8]([C:9]#[N:10])=[N:7][CH:6]=[CH:5][N:4]=1.C(N(CC)CC)C.Cl.[NH2:19][OH:20]. (8) The reactants are: C([O:3][C:4]([C@H:6]1[CH2:11][CH2:10][C@H:9]([C:12]2[S:13][C:14]([CH3:18])=[C:15]([CH3:17])[N:16]=2)[CH2:8][CH2:7]1)=[O:5])C.[OH-].[Na+]. Given the product [CH3:17][C:15]1[N:16]=[C:12]([C@H:9]2[CH2:10][CH2:11][C@H:6]([C:4]([OH:5])=[O:3])[CH2:7][CH2:8]2)[S:13][C:14]=1[CH3:18], predict the reactants needed to synthesize it.